This data is from Peptide-MHC class I binding affinity with 185,985 pairs from IEDB/IMGT. The task is: Regression. Given a peptide amino acid sequence and an MHC pseudo amino acid sequence, predict their binding affinity value. This is MHC class I binding data. The peptide sequence is AESLVGFLFY. The MHC is HLA-A26:01 with pseudo-sequence HLA-A26:01. The binding affinity (normalized) is 0.